This data is from Full USPTO retrosynthesis dataset with 1.9M reactions from patents (1976-2016). The task is: Predict the reactants needed to synthesize the given product. (1) Given the product [F:49][C:16]([F:15])([F:48])[C:17]1[CH:18]=[C:19]([C@@H:27]([N:29]([CH3:47])[C:30]([N:32]2[CH2:37][CH2:36]/[C:35](=[N:2]/[OH:3])/[CH2:34][C@@H:33]2[C:39]2[CH:44]=[CH:43][C:42]([F:45])=[CH:41][C:40]=2[CH3:46])=[O:31])[CH3:28])[CH:20]=[C:21]([C:23]([F:26])([F:24])[F:25])[CH:22]=1, predict the reactants needed to synthesize it. The reactants are: Cl.[NH2:2][OH:3].C([O-])(=O)C.[Na+].S([O-])([O-])(=O)=O.[Mg+2].[F:15][C:16]([F:49])([F:48])[C:17]1[CH:18]=[C:19]([C@@H:27]([N:29]([CH3:47])[C:30]([N:32]2[CH2:37][CH2:36][C:35](=O)[CH2:34][C@@H:33]2[C:39]2[CH:44]=[CH:43][C:42]([F:45])=[CH:41][C:40]=2[CH3:46])=[O:31])[CH3:28])[CH:20]=[C:21]([C:23]([F:26])([F:25])[F:24])[CH:22]=1. (2) Given the product [CH2:8]([NH:12][C:13](=[O:14])[C@H:15]([CH3:41])[CH2:16][C@H:17]([OH:40])[C@@H:18]1[CH2:19][C:20]2[CH:21]=[C:22]([CH:23]=[CH:24][CH:25]=2)[O:26][CH2:27][CH2:28][CH2:29][CH2:30][C:31](=[O:32])[NH:39][C@@H:37]([CH3:38])[C:35](=[O:36])[NH:34]1)[CH2:9][CH2:10][CH3:11], predict the reactants needed to synthesize it. The reactants are: FC(F)(F)C([O-])=O.[CH2:8]([NH:12][C:13]([C@H:15]([CH3:41])[CH2:16][C@H:17]([OH:40])[C@@H:18]([NH:34][C:35]([C@@H:37]([NH3+:39])[CH3:38])=[O:36])[CH2:19][C:20]1[CH:25]=[CH:24][CH:23]=[C:22]([O:26][CH2:27][CH2:28][CH2:29][CH2:30][C:31](O)=[O:32])[CH:21]=1)=[O:14])[CH2:9][CH2:10][CH3:11].F[P-](F)(F)(F)(F)F.N1(O[P+](N(C)C)(N(C)C)N(C)C)C2C=CC=CC=2N=N1.C(N(C(C)C)CC)(C)C.